Dataset: Reaction yield outcomes from USPTO patents with 853,638 reactions. Task: Predict the reaction yield, written as a fraction of the theoretical maximum amount of product (1.0 means a 100% yield; for example, 0.34 means a 34% yield). (1) The reactants are [C:1]([O:5][C:6](=[O:15])[CH2:7][C@H:8]([CH2:12][CH:13]=[CH2:14])[C:9]([OH:11])=O)([CH3:4])([CH3:3])[CH3:2].[NH2:16][C@@H:17]([CH3:26])[C@@H:18]([C:20]1[CH:25]=[CH:24][CH:23]=[CH:22][CH:21]=1)[OH:19].CO.C(Cl)Cl. The catalyst is CN(C=O)C. The product is [OH:19][C@H:18]([C:20]1[CH:25]=[CH:24][CH:23]=[CH:22][CH:21]=1)[C@@H:17]([NH:16][C:9]([C@@H:8]([CH2:12][CH:13]=[CH2:14])[CH2:7][C:6]([O:5][C:1]([CH3:2])([CH3:3])[CH3:4])=[O:15])=[O:11])[CH3:26]. The yield is 0.830. (2) The reactants are [CH3:1][C:2]1[CH:3]=[C:4]([CH:9]=[CH:10][C:11]=1[N:12]1[CH2:17][CH2:16][O:15][CH2:14][CH2:13]1)[C:5]([O:7]C)=[O:6].[OH-].[Li+]. The catalyst is C1COCC1.O. The product is [CH3:1][C:2]1[CH:3]=[C:4]([CH:9]=[CH:10][C:11]=1[N:12]1[CH2:13][CH2:14][O:15][CH2:16][CH2:17]1)[C:5]([OH:7])=[O:6]. The yield is 0.970. (3) The reactants are [ClH:1].[NH2:2][C@H:3]([C:6]([OH:8])=[O:7])[CH2:4]O.C(N(CC)CC)C.S(Cl)(Cl)=O.C(=O)([O-])[O-].[K+].[K+].Cl[C:27]([O:29][CH2:30][C:31]1[CH:36]=[CH:35][CH:34]=[CH:33][CH:32]=1)=[O:28].S(=O)(=O)(O)O. The catalyst is COCCOCCOC.O. The product is [C:27]([NH:2][C@H:3]([C:6]([OH:8])=[O:7])[CH2:4][Cl:1])([O:29][CH2:30][C:31]1[CH:32]=[CH:33][CH:34]=[CH:35][CH:36]=1)=[O:28]. The yield is 0.410. (4) The reactants are [CH2:1]([C:8]1[S:12][C:11]([NH2:13])=[N:10][C:9]=1[C:14]1[CH:19]=[CH:18][C:17]([O:20][CH3:21])=[CH:16][CH:15]=1)[C:2]1[CH:7]=[CH:6][CH:5]=[CH:4][CH:3]=1.[CH3:22][O:23][C:24]1[CH:32]=[CH:31][CH:30]=[CH:29][C:25]=1[C:26](Cl)=[O:27]. No catalyst specified. The product is [CH2:1]([C:8]1[S:12][C:11]([NH:13][C:26](=[O:27])[C:25]2[CH:29]=[CH:30][CH:31]=[CH:32][C:24]=2[O:23][CH3:22])=[N:10][C:9]=1[C:14]1[CH:15]=[CH:16][C:17]([O:20][CH3:21])=[CH:18][CH:19]=1)[C:2]1[CH:3]=[CH:4][CH:5]=[CH:6][CH:7]=1. The yield is 0.656. (5) The reactants are [CH:1]([C:4]1[S:13][C:12]2[NH:11][C:10]3[CH:14]=[CH:15][CH:16]=[CH:17][C:9]=3[N:8]=[C:7]([N:18]3[CH2:23][CH2:22][NH:21][CH:20]([CH2:24][CH2:25][OH:26])[CH2:19]3)[C:6]=2[N:5]=1)([CH3:3])[CH3:2].C=O.[C:29](O[BH-](OC(=O)C)OC(=O)C)(=O)C.[Na+]. The catalyst is ClC(Cl)C.C(=O)(O)[O-].[Na+]. The product is [CH:1]([C:4]1[S:13][C:12]2[NH:11][C:10]3[CH:14]=[CH:15][CH:16]=[CH:17][C:9]=3[N:8]=[C:7]([N:18]3[CH2:23][CH2:22][N:21]([CH3:29])[C@@H:20]([CH2:24][CH2:25][OH:26])[CH2:19]3)[C:6]=2[N:5]=1)([CH3:3])[CH3:2]. The yield is 0.350.